Regression. Given a peptide amino acid sequence and an MHC pseudo amino acid sequence, predict their binding affinity value. This is MHC class I binding data. From a dataset of Peptide-MHC class I binding affinity with 185,985 pairs from IEDB/IMGT. (1) The peptide sequence is MSIVCIVAA. The MHC is HLA-B15:01 with pseudo-sequence HLA-B15:01. The binding affinity (normalized) is 0.258. (2) The peptide sequence is DSCNANGCEH. The MHC is HLA-A31:01 with pseudo-sequence HLA-A31:01. The binding affinity (normalized) is 0. (3) The peptide sequence is LMNVITLVY. The MHC is Patr-B0101 with pseudo-sequence Patr-B0101. The binding affinity (normalized) is 0.0741. (4) The peptide sequence is NQLLARPFL. The MHC is H-2-Db with pseudo-sequence H-2-Db. The binding affinity (normalized) is 0.107. (5) The peptide sequence is LSYIYSEIK. The MHC is HLA-A03:01 with pseudo-sequence HLA-A03:01. The binding affinity (normalized) is 0.699. (6) The peptide sequence is LRWLAKSFF. The MHC is HLA-B27:05 with pseudo-sequence HLA-B27:05. The binding affinity (normalized) is 0.587.